Task: Regression. Given two drug SMILES strings and cell line genomic features, predict the synergy score measuring deviation from expected non-interaction effect.. Dataset: NCI-60 drug combinations with 297,098 pairs across 59 cell lines (1) Drug 1: CCCS(=O)(=O)NC1=C(C(=C(C=C1)F)C(=O)C2=CNC3=C2C=C(C=N3)C4=CC=C(C=C4)Cl)F. Drug 2: CC1=C2C(C(=O)C3(C(CC4C(C3C(C(C2(C)C)(CC1OC(=O)C(C(C5=CC=CC=C5)NC(=O)C6=CC=CC=C6)O)O)OC(=O)C7=CC=CC=C7)(CO4)OC(=O)C)O)C)OC(=O)C. Cell line: MDA-MB-435. Synergy scores: CSS=83.2, Synergy_ZIP=12.8, Synergy_Bliss=12.0, Synergy_Loewe=1.35, Synergy_HSA=14.3. (2) Drug 1: COC1=C(C=C2C(=C1)N=CN=C2NC3=CC(=C(C=C3)F)Cl)OCCCN4CCOCC4. Drug 2: C1CN(P(=O)(OC1)NCCCl)CCCl. Cell line: UACC62. Synergy scores: CSS=19.7, Synergy_ZIP=-2.94, Synergy_Bliss=1.42, Synergy_Loewe=-35.4, Synergy_HSA=1.66. (3) Drug 1: C1=CC(=CC=C1CC(C(=O)O)N)N(CCCl)CCCl.Cl. Drug 2: CC(C1=C(C=CC(=C1Cl)F)Cl)OC2=C(N=CC(=C2)C3=CN(N=C3)C4CCNCC4)N. Cell line: DU-145. Synergy scores: CSS=0.811, Synergy_ZIP=-0.178, Synergy_Bliss=-2.01, Synergy_Loewe=-6.31, Synergy_HSA=-5.04. (4) Drug 1: CC1=C(C=C(C=C1)NC2=NC=CC(=N2)N(C)C3=CC4=NN(C(=C4C=C3)C)C)S(=O)(=O)N.Cl. Drug 2: CS(=O)(=O)C1=CC(=C(C=C1)C(=O)NC2=CC(=C(C=C2)Cl)C3=CC=CC=N3)Cl. Cell line: EKVX. Synergy scores: CSS=14.2, Synergy_ZIP=2.89, Synergy_Bliss=7.02, Synergy_Loewe=4.21, Synergy_HSA=5.97. (5) Drug 1: CCCS(=O)(=O)NC1=C(C(=C(C=C1)F)C(=O)C2=CNC3=C2C=C(C=N3)C4=CC=C(C=C4)Cl)F. Drug 2: CC1=C(C=C(C=C1)C(=O)NC2=CC(=CC(=C2)C(F)(F)F)N3C=C(N=C3)C)NC4=NC=CC(=N4)C5=CN=CC=C5. Cell line: SW-620. Synergy scores: CSS=-13.7, Synergy_ZIP=13.7, Synergy_Bliss=7.86, Synergy_Loewe=-9.54, Synergy_HSA=-12.5. (6) Drug 1: CN1C(=O)N2C=NC(=C2N=N1)C(=O)N. Synergy scores: CSS=0.563, Synergy_ZIP=0.308, Synergy_Bliss=3.18, Synergy_Loewe=-2.64, Synergy_HSA=-0.259. Cell line: CAKI-1. Drug 2: C1CN(P(=O)(OC1)NCCCl)CCCl. (7) Drug 1: CC1=C(C=C(C=C1)NC2=NC=CC(=N2)N(C)C3=CC4=NN(C(=C4C=C3)C)C)S(=O)(=O)N.Cl. Drug 2: C1=CC(=CC=C1C#N)C(C2=CC=C(C=C2)C#N)N3C=NC=N3. Cell line: MOLT-4. Synergy scores: CSS=10.2, Synergy_ZIP=1.35, Synergy_Bliss=7.07, Synergy_Loewe=7.61, Synergy_HSA=7.14. (8) Drug 1: C1=NC2=C(N=C(N=C2N1C3C(C(C(O3)CO)O)O)F)N. Drug 2: CCN(CC)CCCC(C)NC1=C2C=C(C=CC2=NC3=C1C=CC(=C3)Cl)OC. Cell line: OVCAR-4. Synergy scores: CSS=10.3, Synergy_ZIP=-2.81, Synergy_Bliss=0.273, Synergy_Loewe=-3.17, Synergy_HSA=-0.905. (9) Drug 1: C1CCC(CC1)NC(=O)N(CCCl)N=O. Drug 2: C1=CC(=CC=C1CC(C(=O)O)N)N(CCCl)CCCl.Cl. Cell line: KM12. Synergy scores: CSS=16.1, Synergy_ZIP=-8.87, Synergy_Bliss=-11.6, Synergy_Loewe=-6.96, Synergy_HSA=-7.06.